Dataset: CYP1A2 inhibition data for predicting drug metabolism from PubChem BioAssay. Task: Regression/Classification. Given a drug SMILES string, predict its absorption, distribution, metabolism, or excretion properties. Task type varies by dataset: regression for continuous measurements (e.g., permeability, clearance, half-life) or binary classification for categorical outcomes (e.g., BBB penetration, CYP inhibition). Dataset: cyp1a2_veith. The compound is CCOc1ccccc1NC(=O)Nc1c(C)n(-c2ccccc2)c(=O)n1C. The result is 0 (non-inhibitor).